From a dataset of Forward reaction prediction with 1.9M reactions from USPTO patents (1976-2016). Predict the product of the given reaction. The product is: [CH2:34]([N:23]1[CH2:24][C@H:25]([C:26]2[CH:31]=[CH:30][C:29]([Cl:32])=[C:28]([F:33])[CH:27]=2)[C@@H:21]([C:19]([OH:4])=[O:3])[CH2:22]1)[C:35]1[CH:36]=[CH:37][CH:38]=[CH:39][CH:40]=1. Given the reactants OO.[OH2:3].[OH-:4].[Li+].C([C@@H]1COC(=O)N1[C:19]([C@@H:21]1[C@@H:25]([C:26]2[CH:31]=[CH:30][C:29]([Cl:32])=[C:28]([F:33])[CH:27]=2)[CH2:24][N:23]([CH2:34][C:35]2[CH:40]=[CH:39][CH:38]=[CH:37][CH:36]=2)[CH2:22]1)=O)C1C=CC=CC=1, predict the reaction product.